This data is from Reaction yield outcomes from USPTO patents with 853,638 reactions. The task is: Predict the reaction yield, written as a fraction of the theoretical maximum amount of product (1.0 means a 100% yield; for example, 0.34 means a 34% yield). (1) The reactants are O[N:2]=[C:3]1[CH2:9][CH2:8][N:7]([S:10]([C:13]2[CH:19]=[CH:18][C:16]([CH3:17])=[CH:15][CH:14]=2)(=[O:12])=[O:11])[C:6]2[CH:20]=[CH:21][CH:22]=[CH:23][C:5]=2[C:4]1=[O:24].[H][H]. The catalyst is CO. The product is [NH2:2][CH:3]1[CH2:9][CH2:8][N:7]([S:10]([C:13]2[CH:19]=[CH:18][C:16]([CH3:17])=[CH:15][CH:14]=2)(=[O:12])=[O:11])[C:6]2[CH:20]=[CH:21][CH:22]=[CH:23][C:5]=2[CH:4]1[OH:24]. The yield is 0.950. (2) The reactants are C1(P(C2C=CC=CC=2)C2C=CC=CC=2)C=CC=CC=1.BrN1C(=O)CCC1=O.[Cl:28][C:29]1[CH:30]=[C:31]([CH:39]([CH2:43][CH:44]2[CH2:48][CH2:47][CH2:46][CH2:45]2)[C:40]([OH:42])=O)[CH:32]=[CH:33][C:34]=1[S:35]([CH3:38])(=[O:37])=[O:36].[NH2:49][C:50]1[S:51][C:52]2[CH:58]=[CH:57][CH:56]=[CH:55][C:53]=2[N:54]=1.N1C=CC=CC=1. The catalyst is C(Cl)Cl.O. The product is [S:51]1[C:52]2[CH:58]=[CH:57][CH:56]=[CH:55][C:53]=2[N:54]=[C:50]1[NH:49][C:40](=[O:42])[CH:39]([C:31]1[CH:32]=[CH:33][C:34]([S:35]([CH3:38])(=[O:36])=[O:37])=[C:29]([Cl:28])[CH:30]=1)[CH2:43][CH:44]1[CH2:48][CH2:47][CH2:46][CH2:45]1. The yield is 0.770.